This data is from Catalyst prediction with 721,799 reactions and 888 catalyst types from USPTO. The task is: Predict which catalyst facilitates the given reaction. (1) Reactant: Br[CH2:2][C:3]1[N:8]=[N:7][C:6]2[O:9][C:10]3[CH:16]=[CH:15][CH:14]=[CH:13][C:11]=3[O:12][C:5]=2[CH:4]=1.[I-].[K+].C(=O)([O-])[O-].[K+].[K+].[CH:25]1[C:34]2[C:29](=[CH:30][CH:31]=[CH:32][CH:33]=2)[CH:28]=[CH:27][C:26]=1[OH:35]. Product: [CH:25]1[C:34]2[C:29](=[CH:30][CH:31]=[CH:32][CH:33]=2)[CH:28]=[CH:27][C:26]=1[O:35][CH2:2][C:3]1[N:8]=[N:7][C:6]2[O:9][C:10]3[CH:16]=[CH:15][CH:14]=[CH:13][C:11]=3[O:12][C:5]=2[CH:4]=1. The catalyst class is: 145. (2) Product: [CH3:1][O:2][C:3](=[O:9])[CH:4]([Cl:8])[C:5](=[O:6])[CH2:7][C:28]([CH:30]1[CH2:34][CH2:33][CH2:32][CH2:31]1)([OH:29])[CH2:27][CH2:26][C:20]1[CH:21]=[CH:22][C:23]([O:24][CH3:25])=[C:18]([Cl:17])[CH:19]=1. Reactant: [CH3:1][O:2][C:3](=[O:9])[CH:4]([Cl:8])[C:5]([CH3:7])=[O:6].[H-].[Na+].[Li]CCCC.[Cl:17][C:18]1[CH:19]=[C:20]([CH2:26][CH2:27][C:28]([CH:30]2[CH2:34][CH2:33][CH2:32][CH2:31]2)=[O:29])[CH:21]=[CH:22][C:23]=1[O:24][CH3:25]. The catalyst class is: 1. (3) Reactant: CS(O[CH2:6][C:7]1[C:15]2[O:14][C:13]([C:16]3[CH:17]=[N:18][CH:19]=[CH:20][CH:21]=3)=[CH:12][C:11]=2[CH:10]=[C:9]([Cl:22])[CH:8]=1)(=O)=O.[CH3:23][C:24]1[NH:28][N:27]=[C:26]([C:29]([O:31][CH2:32][CH3:33])=[O:30])[CH:25]=1.C(=O)([O-])[O-].[K+].[K+]. Product: [Cl:22][C:9]1[CH:8]=[C:7]([CH2:6][N:28]2[C:24]([CH3:23])=[CH:25][C:26]([C:29]([O:31][CH2:32][CH3:33])=[O:30])=[N:27]2)[C:15]2[O:14][C:13]([C:16]3[CH:17]=[N:18][CH:19]=[CH:20][CH:21]=3)=[CH:12][C:11]=2[CH:10]=1. The catalyst class is: 384. (4) Reactant: [NH2:1][CH2:2][C@H:3]1[C@@H:8]([CH3:9])[CH2:7][CH2:6][CH2:5][N:4]1[C:10]([C:12]1[N:13]=[C:14]([CH3:24])[S:15][C:16]=1[C:17]1[CH:22]=[CH:21][C:20]([F:23])=[CH:19][CH:18]=1)=[O:11].Cl[C:26]1[N:31]=[CH:30][C:29]([O:32][CH3:33])=[CH:28][N:27]=1.C1C=CC(P(C2C(C3C(P(C4C=CC=CC=4)C4C=CC=CC=4)=CC=C4C=3C=CC=C4)=C3C(C=CC=C3)=CC=2)C2C=CC=CC=2)=CC=1.CC([O-])(C)C.[Na+]. Product: [CH3:33][O:32][C:29]1[CH:28]=[N:27][C:26]([NH:1][CH2:2][C@H:3]2[C@@H:8]([CH3:9])[CH2:7][CH2:6][CH2:5][N:4]2[C:10]([C:12]2[N:13]=[C:14]([CH3:24])[S:15][C:16]=2[C:17]2[CH:18]=[CH:19][C:20]([F:23])=[CH:21][CH:22]=2)=[O:11])=[N:31][CH:30]=1. The catalyst class is: 101.